The task is: Predict which catalyst facilitates the given reaction.. This data is from Catalyst prediction with 721,799 reactions and 888 catalyst types from USPTO. (1) Reactant: [CH3:1][CH:2]1[C:9](=[O:10])[C:5]2[S:6][CH:7]=[CH:8][C:4]=2[CH2:3]1.[Al+3].[Cl-].[Cl-].[Cl-].[Br:15]Br. Product: [Br:15][C:8]1[C:4]2[CH2:3][CH:2]([CH3:1])[C:9](=[O:10])[C:5]=2[S:6][CH:7]=1. The catalyst class is: 22. (2) Reactant: P(Cl)(Cl)(Cl)=O.CN(C)[CH:8]=[O:9].[CH3:11][O:12][C:13]1[CH:18]=[CH:17][C:16]([N:19]2[C:23]([C:24]3[C:25]([CH3:30])=[N:26][O:27][C:28]=3[CH3:29])=[CH:22][C:21]([CH2:31][CH2:32][CH3:33])=[N:20]2)=[CH:15][CH:14]=1.C(Cl)Cl. The catalyst class is: 93. Product: [CH3:30][C:25]1[C:24]([C:23]2[N:19]([C:16]3[CH:17]=[CH:18][C:13]([O:12][CH3:11])=[CH:14][CH:15]=3)[N:20]=[C:21]([CH2:31][CH2:32][CH3:33])[C:22]=2[CH:8]=[O:9])=[C:28]([CH3:29])[O:27][N:26]=1. (3) Reactant: [Cl:1][C:2]1[CH:7]=[C:6]([N+:8]([O-])=O)[CH:5]=[CH:4][C:3]=1[O:11][CH2:12][C:13]1[CH:18]=[CH:17][CH:16]=[C:15]([F:19])[CH:14]=1. Product: [Cl:1][C:2]1[CH:7]=[C:6]([NH2:8])[CH:5]=[CH:4][C:3]=1[O:11][CH2:12][C:13]1[CH:18]=[CH:17][CH:16]=[C:15]([F:19])[CH:14]=1. The catalyst class is: 465. (4) Reactant: [Cl:1][C:2]1[C:7]([C:8]2[C:13]([F:14])=[CH:12][C:11]([F:15])=[CH:10][C:9]=2[F:16])=[C:6](Cl)[N:5]2[N:18]=[CH:19][N:20]=[C:4]2[N:3]=1.[F:21][C:22]([F:26])([F:25])[CH2:23][NH2:24].C(N(CC)CC)C. Product: [Cl:1][C:2]1[C:7]([C:8]2[C:13]([F:14])=[CH:12][C:11]([F:15])=[CH:10][C:9]=2[F:16])=[C:6]([NH:24][CH2:23][C:22]([F:26])([F:25])[F:21])[N:5]2[N:18]=[CH:19][N:20]=[C:4]2[N:3]=1. The catalyst class is: 42. (5) Reactant: [Cl:1][C:2]1[C:10]([C:11]#[N:12])=[CH:9][CH:8]=[C:7]2[C:3]=1[CH:4]=[C:5]([C:18]([OH:20])=O)[N:6]2[CH2:13][C:14]([F:17])([F:16])[F:15].S(Cl)(Cl)=O.C[N:26](C=O)C.N. Product: [Cl:1][C:2]1[C:10]([C:11]#[N:12])=[CH:9][CH:8]=[C:7]2[C:3]=1[CH:4]=[C:5]([C:18]([NH2:26])=[O:20])[N:6]2[CH2:13][C:14]([F:17])([F:16])[F:15]. The catalyst class is: 224. (6) Reactant: [CH:1]1[C:13]2[CH:12]([CH2:14][O:15][C:16](Cl)=[O:17])[C:11]3[C:6](=[CH:7][CH:8]=[CH:9][CH:10]=3)[C:5]=2[CH:4]=[CH:3][CH:2]=1.[CH3:19][NH:20][CH2:21][CH2:22][CH2:23][OH:24].C(N(CC)CC)C. Product: [OH:24][CH2:23][CH2:22][CH2:21][N:20]([CH3:19])[C:16](=[O:17])[O:15][CH2:14][CH:12]1[C:11]2[CH:10]=[CH:9][CH:8]=[CH:7][C:6]=2[C:5]2[C:13]1=[CH:1][CH:2]=[CH:3][CH:4]=2. The catalyst class is: 614. (7) Reactant: [CH3:1][O:2][C:3]1[CH:4]=[C:5]([C:11]2[CH2:12][C:13]([CH3:26])([CH3:25])[C:14](=[O:24])[N:15]([C:17]3[CH:22]=[CH:21][C:20]([OH:23])=[CH:19][CH:18]=3)[N:16]=2)[CH:6]=[CH:7][C:8]=1[O:9][CH3:10].Cl[CH2:28][C:29]([NH2:31])=[O:30].C(=O)([O-])[O-].[K+].[K+]. Product: [CH3:1][O:2][C:3]1[CH:4]=[C:5]([C:11]2[CH2:12][C:13]([CH3:26])([CH3:25])[C:14](=[O:24])[N:15]([C:17]3[CH:18]=[CH:19][C:20]([O:23][CH2:28][C:29]([NH2:31])=[O:30])=[CH:21][CH:22]=3)[N:16]=2)[CH:6]=[CH:7][C:8]=1[O:9][CH3:10]. The catalyst class is: 42.